Dataset: Catalyst prediction with 721,799 reactions and 888 catalyst types from USPTO. Task: Predict which catalyst facilitates the given reaction. Reactant: [CH2:1]([N:8]([CH2:29][CH:30]1[CH2:35][CH2:34][CH:33]([CH2:36][OH:37])[CH2:32][CH2:31]1)[S:9]([NH:12][C:13](=[O:28])[C:14]1[CH:19]=[C:18]([C:20]([F:23])([F:22])[F:21])[CH:17]=[C:16]([C:24]([F:27])([F:26])[F:25])[CH:15]=1)(=[O:11])=[O:10])[C:2]1[CH:7]=[CH:6][CH:5]=[CH:4][CH:3]=1.C(N(CC)CC)C.[C:45](=O)([O:54]N1C(=O)CCC1=O)[O:46][N:47]1[C:51](=[O:52])[CH2:50][CH2:49][C:48]1=[O:53]. Product: [CH2:1]([N:8]([CH2:29][CH:30]1[CH2:31][CH2:32][CH:33]([CH2:36][O:37][C:45]([O:46][N:47]2[C:51](=[O:52])[CH2:50][CH2:49][C:48]2=[O:53])=[O:54])[CH2:34][CH2:35]1)[S:9]([NH:12][C:13](=[O:28])[C:14]1[CH:19]=[C:18]([C:20]([F:21])([F:22])[F:23])[CH:17]=[C:16]([C:24]([F:25])([F:26])[F:27])[CH:15]=1)(=[O:11])=[O:10])[C:2]1[CH:3]=[CH:4][CH:5]=[CH:6][CH:7]=1. The catalyst class is: 115.